From a dataset of Reaction yield outcomes from USPTO patents with 853,638 reactions. Predict the reaction yield, written as a fraction of the theoretical maximum amount of product (1.0 means a 100% yield; for example, 0.34 means a 34% yield). (1) The reactants are [C:1]1([N:7]([CH2:11][CH2:12][OH:13])[CH2:8][CH2:9][OH:10])[CH:6]=[CH:5][CH:4]=[CH:3][CH:2]=1.C(N(CC)CC)C.Cl[C:22](Cl)([O:24]C(=O)OC(Cl)(Cl)Cl)Cl. The catalyst is C1COCC1. The product is [C:1]1([N:7]2[CH2:11][CH2:12][O:13][C:22](=[O:24])[O:10][CH2:9][CH2:8]2)[CH:6]=[CH:5][CH:4]=[CH:3][CH:2]=1. The yield is 0.190. (2) The reactants are [O:1]=[C:2]1[N:11]([C@H:12]([CH3:17])[C:13]([O:15]C)=[O:14])[CH:10]=[CH:9][C:8]2[N:7]=[CH:6][CH:5]=[CH:4][C:3]1=2.[ClH:18]. The catalyst is C1COCC1. The product is [ClH:18].[O:1]=[C:2]1[N:11]([C@H:12]([CH3:17])[C:13]([OH:15])=[O:14])[CH:10]=[CH:9][C:8]2[N:7]=[CH:6][CH:5]=[CH:4][C:3]1=2. The yield is 0.950. (3) The reactants are F[C:2]1[CH:3]=[CH:4][C:5]([N+:8]([O-:10])=[O:9])=[N:6][CH:7]=1.C([O-])([O-])=O.[K+].[K+].Cl.[NH:18]1[CH2:21][CH:20]([OH:22])[CH2:19]1. The catalyst is C(#N)C. The product is [N+:8]([C:5]1[N:6]=[CH:7][C:2]([N:18]2[CH2:21][CH:20]([OH:22])[CH2:19]2)=[CH:3][CH:4]=1)([O-:10])=[O:9]. The yield is 0.730. (4) The reactants are [Br:1][C:2]1[C:11]2[CH2:10][CH2:9][CH2:8][CH:7]([NH2:12])[C:6]=2[CH:5]=[N:4][CH:3]=1.[C:13](O)(=[O:16])[CH2:14][CH3:15].CCN=C=NCCCN(C)C.OP([O-])(O)=O.[K+]. The catalyst is C(Cl)Cl. The product is [Br:1][C:2]1[C:11]2[CH2:10][CH2:9][CH2:8][CH:7]([NH:12][C:13](=[O:16])[CH2:14][CH3:15])[C:6]=2[CH:5]=[N:4][CH:3]=1. The yield is 0.920. (5) The reactants are Br[C:2]1[N:7]=[C:6]([C:8]([O:10][CH3:11])=[O:9])[CH:5]=[CH:4][C:3]=1[F:12].[F:13][C:14]1[CH:19]=[C:18]([O:20][CH3:21])[CH:17]=[C:16]([F:22])[C:15]=1B(O)O.[F-].[K+].C(P(C(C)(C)C)C(C)(C)C)(C)(C)C. The product is [F:13][C:14]1[CH:19]=[C:18]([O:20][CH3:21])[CH:17]=[C:16]([F:22])[C:15]=1[C:2]1[N:7]=[C:6]([C:8]([O:10][CH3:11])=[O:9])[CH:5]=[CH:4][C:3]=1[F:12]. The catalyst is C1COCC1.O.C1C=CC(/C=C/C(/C=C/C2C=CC=CC=2)=O)=CC=1.C1C=CC(/C=C/C(/C=C/C2C=CC=CC=2)=O)=CC=1.C1C=CC(/C=C/C(/C=C/C2C=CC=CC=2)=O)=CC=1.[Pd].[Pd]. The yield is 0.850. (6) The reactants are [CH2:1]([O:3][C:4](=[O:36])[CH:5]([NH:29][C:30]([O:32][CH2:33][CH:34]=[CH2:35])=[O:31])[CH2:6][C:7]1[O:11][N:10]=[C:9]([CH:12]2[CH2:16][CH2:15][CH2:14][N:13]2[C:17](=[O:28])[CH2:18][C:19]2[CH:24]=[CH:23][C:22]([N+:25]([O-])=O)=[CH:21][CH:20]=2)[CH:8]=1)[CH3:2].Cl.[OH-].[Na+]. The catalyst is C(O)C.O.[Fe]. The product is [CH2:1]([O:3][C:4](=[O:36])[CH:5]([NH:29][C:30]([O:32][CH2:33][CH:34]=[CH2:35])=[O:31])[CH2:6][C:7]1[O:11][N:10]=[C:9]([CH:12]2[CH2:16][CH2:15][CH2:14][N:13]2[C:17](=[O:28])[CH2:18][C:19]2[CH:20]=[CH:21][C:22]([NH2:25])=[CH:23][CH:24]=2)[CH:8]=1)[CH3:2]. The yield is 0.510. (7) The reactants are [NH2:1][C:2]1[CH:3]=[CH:4][C:5]([O:11][CH3:12])=[C:6]([CH:10]=1)[C:7]([OH:9])=[O:8].[F:13][C:14]1[C:21]([F:22])=[C:20]([C:23]([F:26])([F:25])[F:24])[C:19]([F:27])=[C:18]([F:28])[C:15]=1[CH2:16]Br. The catalyst is CN(C=O)C. The product is [CH3:12][O:11][C:5]1[CH:4]=[CH:3][C:2]([NH:1][CH2:16][C:15]2[C:18]([F:28])=[C:19]([F:27])[C:20]([C:23]([F:24])([F:26])[F:25])=[C:21]([F:22])[C:14]=2[F:13])=[CH:10][C:6]=1[C:7]([OH:9])=[O:8]. The yield is 0.315. (8) The reactants are [Br:1][C:2]1[CH:10]=[CH:9][CH:8]=[C:7]2[C:3]=1[CH:4]=[N:5][NH:6]2.F[B-](F)(F)F.[CH3:16][O+](C)C. The catalyst is C(OCC)(=O)C. The product is [Br:1][C:2]1[C:3]2[C:7]([CH:8]=[CH:9][CH:10]=1)=[N:6][N:5]([CH3:16])[CH:4]=2. The yield is 0.950.